Dataset: Reaction yield outcomes from USPTO patents with 853,638 reactions. Task: Predict the reaction yield, written as a fraction of the theoretical maximum amount of product (1.0 means a 100% yield; for example, 0.34 means a 34% yield). (1) The reactants are C(N(CC)CC)C.[Cl:8][C:9]1[C:10]([N:15]2[CH2:20][CH2:19][N:18]([CH2:21][CH2:22][NH:23][CH3:24])[CH2:17][CH2:16]2)=[N:11][CH:12]=[CH:13][N:14]=1.[CH3:25][N:26]1[CH:30]=[C:29]([S:31](Cl)(=[O:33])=[O:32])[CH:28]=[N:27]1. The catalyst is ClCCl.C(=O)(O)[O-].[Na+]. The product is [Cl:8][C:9]1[C:10]([N:15]2[CH2:16][CH2:17][N:18]([CH2:21][CH2:22][N:23]([CH3:24])[S:31]([C:29]3[CH:28]=[N:27][N:26]([CH3:25])[CH:30]=3)(=[O:33])=[O:32])[CH2:19][CH2:20]2)=[N:11][CH:12]=[CH:13][N:14]=1. The yield is 0.840. (2) The reactants are [Si:1]([O:8][C@@H:9]1[C@@H:13]([CH2:14][O:15][Si](C(C)(C)C)(C)C)[O:12][C@@H:11]([N:23]2[C:27]3[N:28]=[CH:29][N:30]=[C:31]([NH:32][C:33](=[O:40])[C:34]4[CH:39]=[CH:38][CH:37]=[CH:36][CH:35]=4)[C:26]=3[CH:25]=[CH:24]2)[CH2:10]1)([C:4]([CH3:7])([CH3:6])[CH3:5])([CH3:3])[CH3:2]. The catalyst is C1COCC1.N1C=CC=CC=1.N1C=CC=CC=1. The product is [Si:1]([O:8][C@@H:9]1[C@@H:13]([CH2:14][OH:15])[O:12][C@@H:11]([N:23]2[C:27]3[N:28]=[CH:29][N:30]=[C:31]([NH:32][C:33](=[O:40])[C:34]4[CH:35]=[CH:36][CH:37]=[CH:38][CH:39]=4)[C:26]=3[CH:25]=[CH:24]2)[CH2:10]1)([C:4]([CH3:5])([CH3:6])[CH3:7])([CH3:2])[CH3:3]. The yield is 0.310. (3) The product is [NH2:1][C:2]1[CH:3]=[C:4]([CH:8]2[CH2:9][CH2:10][N:11]([C:14]([O:16][C:17]([CH3:20])([CH3:19])[CH3:18])=[O:15])[CH2:12][CH2:13]2)[CH:5]=[CH:6][CH:7]=1. The yield is 0.840. The reactants are [NH2:1][C:2]1[CH:3]=[C:4]([C:8]2[CH2:9][CH2:10][N:11]([C:14]([O:16][C:17]([CH3:20])([CH3:19])[CH3:18])=[O:15])[CH2:12][CH:13]=2)[CH:5]=[CH:6][CH:7]=1. The catalyst is C(O)C.[Pd]. (4) The reactants are [F:1][C:2]([F:25])([F:24])[C:3]1[CH:8]=[CH:7][C:6]([S:9]([N:12]2[CH2:17][CH2:16][O:15][C:14]3[N:18]=[CH:19][C:20]([C:22]#[N:23])=[CH:21][C:13]2=3)(=[O:11])=[O:10])=[CH:5][CH:4]=1.Cl.[NH2:27][OH:28].C(=O)([O-])[O-].[Na+].[Na+]. The catalyst is C(O)C.O. The product is [OH:28][NH:27][C:22]([C:20]1[CH:19]=[N:18][C:14]2[O:15][CH2:16][CH2:17][N:12]([S:9]([C:6]3[CH:7]=[CH:8][C:3]([C:2]([F:25])([F:24])[F:1])=[CH:4][CH:5]=3)(=[O:11])=[O:10])[C:13]=2[CH:21]=1)=[NH:23]. The yield is 0.980. (5) The reactants are [OH:1][C:2]1[C:3](=[O:14])[CH:4]=[C:5]([C:8]2[CH:13]=[CH:12][CH:11]=[CH:10][CH:9]=2)[O:6][CH:7]=1.I[CH3:16]. The catalyst is CC(C)=O. The product is [CH3:16][O:1][C:2]1[C:3](=[O:14])[CH:4]=[C:5]([C:8]2[CH:13]=[CH:12][CH:11]=[CH:10][CH:9]=2)[O:6][CH:7]=1. The yield is 0.930. (6) The reactants are Cl.[CH3:2][C:3]1[O:7][C:6]([C:8]2[CH:16]=[CH:15][C:11]([C:12](O)=[O:13])=[CH:10][CH:9]=2)=[N:5][C:4]=1[CH2:17][S:18]([C:21]1[CH:26]=[CH:25][C:24]([CH2:27][CH2:28][CH2:29][N:30]2[CH2:35][CH2:34][O:33][CH2:32][CH2:31]2)=[CH:23][CH:22]=1)(=[O:20])=[O:19].CCN=C=NCCCN(C)C.C1C=CC2N(O)N=NC=2C=1.C(N(CC)CC)C.[N:64]1[CH:69]=[CH:68][CH:67]=[C:66]([CH2:70][NH2:71])[CH:65]=1. The catalyst is CN(C)C=O.O. The product is [CH3:2][C:3]1[O:7][C:6]([C:8]2[CH:9]=[CH:10][C:11]([C:12]([NH:71][CH2:70][C:66]3[CH:65]=[N:64][CH:69]=[CH:68][CH:67]=3)=[O:13])=[CH:15][CH:16]=2)=[N:5][C:4]=1[CH2:17][S:18]([C:21]1[CH:22]=[CH:23][C:24]([CH2:27][CH2:28][CH2:29][N:30]2[CH2:35][CH2:34][O:33][CH2:32][CH2:31]2)=[CH:25][CH:26]=1)(=[O:20])=[O:19]. The yield is 0.200. (7) The reactants are I[C:2]1[CH:3]=[C:4]([CH2:8][C:9]([O:11][CH2:12][CH3:13])=[O:10])[CH:5]=[CH:6][CH:7]=1.Br[C:15]1[CH:20]=[CH:19][C:18]([C:21]([F:24])([F:23])[F:22])=[CH:17][C:16]=1[N+:25]([O-:27])=[O:26].CCN(C(C)C)C(C)C. The catalyst is [Cl-].C([N+](CCCC)(CCCC)CCCC)CCC.CC([O-])=O.CC([O-])=O.[Pd+2]. The product is [CH2:12]([O:11][C:9](=[O:10])[CH2:8][C:4]1[CH:3]=[C:2]([C:15]2[CH:20]=[CH:19][C:18]([C:21]([F:24])([F:22])[F:23])=[CH:17][C:16]=2[N+:25]([O-:27])=[O:26])[CH:7]=[CH:6][CH:5]=1)[CH3:13]. The yield is 0.170. (8) The reactants are [C:1]([O:5][C:6](=[O:19])[NH:7][CH2:8][CH2:9][CH2:10][CH2:11][C:12]1[CH:17]=[CH:16][C:15]([OH:18])=[CH:14][CH:13]=1)([CH3:4])([CH3:3])[CH3:2].C(=O)([O-])[O-].[K+].[K+].[I-].[Na+].Br[CH2:29][C:30]([O:32][CH3:33])=[O:31]. The catalyst is CN(C=O)C.C(OCC)(=O)C. The product is [CH3:33][O:32][C:30](=[O:31])[CH2:29][O:18][C:15]1[CH:14]=[CH:13][C:12]([CH2:11][CH2:10][CH2:9][CH2:8][NH:7][C:6]([O:5][C:1]([CH3:4])([CH3:2])[CH3:3])=[O:19])=[CH:17][CH:16]=1. The yield is 1.00. (9) The reactants are C(C1C=C(P(C2C=C(C(C)(C)C)C(OC)=C(C(C)(C)C)C=2)C2C=CC3OCOC=3C=2[C@H]2C3OCOC=3CCC2P(C2C=C(C(C)(C)C)C(OC)=C(C(C)(C)C)C=2)C2C=C(C(C)(C)C)C(OC)=C(C(C)(C)C)C=2)C=C(C(C)(C)C)C=1OC)(C)(C)C.[CH3:85][C:86]1[CH2:91][C:90]([CH3:93])([CH3:92])[CH2:89][C:88](=[O:94])[CH:87]=1.[OH-].[Na+]. The catalyst is C([O-])(=O)C.[Cu+2].C([O-])(=O)C.C1(C)C=CC=CC=1. The product is [CH3:92][C:90]1([CH3:93])[CH2:91][C@@H:86]([CH3:85])[CH2:87][C:88](=[O:94])[CH2:89]1. The yield is 0.910.